Dataset: Full USPTO retrosynthesis dataset with 1.9M reactions from patents (1976-2016). Task: Predict the reactants needed to synthesize the given product. (1) Given the product [C:11]([C:10](=[CH2:13])[CH:9]([O:8][C:1](=[O:3])[CH3:2])[CH:14]([CH3:16])[CH3:15])#[N:12], predict the reactants needed to synthesize it. The reactants are: [C:1](OC(=O)C)(=[O:3])[CH3:2].[OH:8][CH:9]([CH:14]([CH3:16])[CH3:15])[C:10](=[CH2:13])[C:11]#[N:12].[OH-].[Na+]. (2) Given the product [CH2:2]1[CH2:1][O:4][C:7]2([CH2:8][CH2:9][CH2:10][CH:11]([S:12]([C:15]3[CH:20]=[CH:19][CH:18]=[CH:17][CH:16]=3)(=[O:13])=[O:14])[CH:6]2[CH3:5])[O:3]1, predict the reactants needed to synthesize it. The reactants are: [CH2:1]([OH:4])[CH2:2][OH:3].[CH3:5][CH:6]1[CH:11]([S:12]([C:15]2[CH:20]=[CH:19][CH:18]=[CH:17][CH:16]=2)(=[O:14])=[O:13])[CH2:10][CH2:9][CH2:8][C:7]1=O.C(=O)(O)[O-].[Na+]. (3) Given the product [CH2:35]([O:42][C:43](=[O:60])[NH:44][CH2:45][CH:46]1[CH2:50][C:49]2[CH:51]=[CH:52][CH:53]=[C:54]([CH:55]([CH3:56])[CH3:59])[C:48]=2[O:47]1)[C:36]1[CH:41]=[CH:40][CH:39]=[CH:38][CH:37]=1, predict the reactants needed to synthesize it. The reactants are: C(C1C2OC(CN)CC=2C=CC=1)(C)C.C(N(C(C)C)CC)(C)C.ClC(OCC1C=CC=CC=1)=O.[CH2:35]([O:42][C:43](=[O:60])[NH:44][CH2:45][CH:46]1[CH2:50][C:49]2[CH:51]=[CH:52][CH:53]=[C:54]([CH:55]3[CH2:59]CC[CH2:56]3)[C:48]=2[O:47]1)[C:36]1[CH:41]=[CH:40][CH:39]=[CH:38][CH:37]=1. (4) Given the product [C:16]([C:20]1[N:25]=[C:24]([Cl:26])[C:23]([O:27][CH2:28][C:29]([NH:7][CH2:6][C:5]2[CH:8]=[CH:9][C:10]([NH:11][S:12]([CH3:15])(=[O:14])=[O:13])=[C:3]([F:2])[CH:4]=2)=[O:30])=[CH:22][CH:21]=1)([CH3:19])([CH3:17])[CH3:18], predict the reactants needed to synthesize it. The reactants are: Cl.[F:2][C:3]1[CH:4]=[C:5]([CH:8]=[CH:9][C:10]=1[NH:11][S:12]([CH3:15])(=[O:14])=[O:13])[CH2:6][NH2:7].[C:16]([C:20]1[N:25]=[C:24]([Cl:26])[C:23]([O:27][CH2:28][C:29](O)=[O:30])=[CH:22][CH:21]=1)([CH3:19])([CH3:18])[CH3:17].